From a dataset of Reaction yield outcomes from USPTO patents with 853,638 reactions. Predict the reaction yield, written as a fraction of the theoretical maximum amount of product (1.0 means a 100% yield; for example, 0.34 means a 34% yield). (1) The reactants are C([O:3][C:4](=[O:33])[CH2:5][CH2:6][C:7]1[CH:12]=[CH:11][CH:10]=[C:9]([N:13]2[C:17]([NH:18][C:19]([NH:21][C:22]3[CH:27]=[CH:26][C:25]([F:28])=[CH:24][CH:23]=3)=[O:20])=[CH:16][C:15]([C:29]([CH3:32])([CH3:31])[CH3:30])=[N:14]2)[CH:8]=1)C.[Li+].[OH-]. The catalyst is CO. The product is [C:29]([C:15]1[CH:16]=[C:17]([NH:18][C:19]([NH:21][C:22]2[CH:23]=[CH:24][C:25]([F:28])=[CH:26][CH:27]=2)=[O:20])[N:13]([C:9]2[CH:8]=[C:7]([CH2:6][CH2:5][C:4]([OH:33])=[O:3])[CH:12]=[CH:11][CH:10]=2)[N:14]=1)([CH3:32])([CH3:30])[CH3:31]. The yield is 0.900. (2) The reactants are [F:1][C:2]1[CH:7]=[CH:6][C:5]([C:8]2[C:12]([CH:13]=O)=[C:11]([CH3:15])[O:10][N:9]=2)=[CH:4][CH:3]=1.Cl.[CH3:17][O:18][C:19]([C:21]1[N:22]([CH3:27])[N:23]=[C:24]([NH2:26])[CH:25]=1)=[O:20].C(=O)([O-])[O-].[K+].[K+].[BH4-].[Na+]. The catalyst is CO.Cl. The product is [CH3:17][O:18][C:19]([C:21]1[N:22]([CH3:27])[N:23]=[C:24]([NH:26][CH2:13][C:12]2[C:8]([C:5]3[CH:6]=[CH:7][C:2]([F:1])=[CH:3][CH:4]=3)=[N:9][O:10][C:11]=2[CH3:15])[CH:25]=1)=[O:20]. The yield is 0.270.